Dataset: TCR-epitope binding with 47,182 pairs between 192 epitopes and 23,139 TCRs. Task: Binary Classification. Given a T-cell receptor sequence (or CDR3 region) and an epitope sequence, predict whether binding occurs between them. Result: 0 (the TCR does not bind to the epitope). The TCR CDR3 sequence is CASIGGYGQPQHF. The epitope is YVLDHLIVV.